Dataset: Forward reaction prediction with 1.9M reactions from USPTO patents (1976-2016). Task: Predict the product of the given reaction. (1) Given the reactants [CH2:1]1[CH2:9][O:8][C:7]2[C:3](=[CH:4][S:5][CH:6]=2)[O:2]1.[CH2:10]([OH:14])CCC, predict the reaction product. The product is: [CH2:1]1[CH2:9][O:8][C:7]2[C:3](=[C:4]([CH:10]=[O:14])[S:5][CH:6]=2)[O:2]1. (2) The product is: [C:34]([NH:1][CH2:2][CH2:3][CH2:4][S:5][C:6]1[N:7]=[CH:8][N:9]2[CH:13]=[C:12]([C:14]3[C@H:15]([CH3:28])[C@@H:16]4[C@@H:23]([C@H:24]([OH:26])[CH3:25])[C:22](=[O:27])[N:17]4[C:18]=3[C:19]([O-:21])=[O:20])[S:11][C:10]=12)(=[NH:36])[CH3:35].[Na+:29]. Given the reactants [NH2:1][CH2:2][CH2:3][CH2:4][S:5][C:6]1[N:7]=[CH:8][N:9]2[CH:13]=[C:12]([C:14]3[C@H:15]([CH3:28])[C@@H:16]4[C@@H:23]([C@H:24]([OH:26])[CH3:25])[C:22](=[O:27])[N:17]4[C:18]=3[C:19]([O-:21])=[O:20])[S:11][C:10]=12.[Na+:29].Cl.C(O[C:34](=[NH:36])[CH3:35])C, predict the reaction product. (3) Given the reactants [CH3:1][C:2]([Si:5]([CH3:22])([CH3:21])[O:6][C@@H:7]1[CH2:11][N:10]([C:12]([O:14][C:15]([CH3:18])([CH3:17])[CH3:16])=[O:13])[C@@H:9]([CH2:19][OH:20])[CH2:8]1)([CH3:4])[CH3:3].[CH2:23](Br)[CH3:24].[H-].[Na+], predict the reaction product. The product is: [CH3:4][C:2]([Si:5]([CH3:22])([CH3:21])[O:6][C@@H:7]1[CH2:11][N:10]([C:12]([O:14][C:15]([CH3:16])([CH3:18])[CH3:17])=[O:13])[C@@H:9]([CH2:19][O:20][CH2:23][CH3:24])[CH2:8]1)([CH3:1])[CH3:3]. (4) Given the reactants [C:1]([O:5][C:6]([N:8]1[CH2:12][CH:11]([N:13]=[N+]=[N-])[CH2:10][CH:9]1[C:16]([CH3:24])([CH3:23])[O:17][SiH2:18][C:19]([CH3:22])([CH3:21])[CH3:20])=[O:7])([CH3:4])([CH3:3])[CH3:2], predict the reaction product. The product is: [C:1]([O:5][C:6]([N:8]1[CH2:12][CH:11]([NH2:13])[CH2:10][CH:9]1[C:16]([CH3:24])([CH3:23])[O:17][SiH2:18][C:19]([CH3:22])([CH3:21])[CH3:20])=[O:7])([CH3:4])([CH3:3])[CH3:2]. (5) The product is: [CH2:14]([C:10]1([C:11]([O:13][CH2:14][CH2:15][C:16]2[CH:21]=[CH:20][CH:19]=[CH:18][N:17]=2)=[O:12])[CH:22]=[CH:23][C:7]([C:4]2[CH:2]=[CH:5][CH:23]=[CH:7][CH:8]=2)=[C:8]([CH3:24])[CH2:9]1)[CH2:15][CH2:16][CH2:21][CH2:20][CH2:19][CH3:18]. Given the reactants [Li][C:2]([CH3:5])([CH3:4])C.Br[C:7]1[CH:23]=[CH:22][C:10]([C:11]([O:13][CH2:14][CH2:15][C:16]2[CH:21]=[CH:20][CH:19]=[CH:18][N:17]=2)=[O:12])=[CH:9][C:8]=1[CH3:24], predict the reaction product. (6) Given the reactants [NH2:1][C@@H:2]1[CH2:6][CH2:5][N:4](C(OC(C)(C)C)=O)[CH2:3]1.[Br:14][C:15]1[CH:16]=[C:17]2[C:21](=[CH:22][CH:23]=1)[NH:20][C:19]([C:24](O)=[O:25])=[CH:18]2.N, predict the reaction product. The product is: [Br:14][C:15]1[CH:16]=[C:17]2[C:21](=[CH:22][CH:23]=1)[NH:20][C:19]([C:24]([NH:1][C@@H:2]1[CH2:6][CH2:5][NH:4][CH2:3]1)=[O:25])=[CH:18]2. (7) Given the reactants Cl.[CH:2]1[C:11]2[C:6](=[CH:7][CH:8]=[CH:9][CH:10]=2)[CH:5]=[CH:4][C:3]=1[CH:12]([NH:14][CH:15]1[CH2:17][CH2:16]1)[CH3:13].[C:18]([O:22][C:23]([N:25]1[CH2:30][CH2:29][O:28][C@@H:27]([C:31](O)=[O:32])[CH2:26]1)=[O:24])([CH3:21])([CH3:20])[CH3:19].ON1C2C=CC=CC=2N=N1.C(N(C(C)C)CC)(C)C.Cl.C(N=C=NCCCN(C)C)C.C(=O)([O-])O.[Na+], predict the reaction product. The product is: [CH:15]1([N:14]([CH:12]([C:3]2[CH:4]=[CH:5][C:6]3[C:11](=[CH:10][CH:9]=[CH:8][CH:7]=3)[CH:2]=2)[CH3:13])[C:31]([C@@H:27]2[O:28][CH2:29][CH2:30][N:25]([C:23]([O:22][C:18]([CH3:21])([CH3:20])[CH3:19])=[O:24])[CH2:26]2)=[O:32])[CH2:17][CH2:16]1.